Task: Binary Classification. Given a miRNA mature sequence and a target amino acid sequence, predict their likelihood of interaction.. Dataset: Experimentally validated miRNA-target interactions with 360,000+ pairs, plus equal number of negative samples (1) The miRNA is hsa-miR-6856-5p with sequence AAGAGAGGAGCAGUGGUGCUGUGG. The protein sequence of the target gene is MPGETEEPRSPEQQDQEGGPAAAADAASEELRPGAAAAPAAPAETASSRVLRGGRDRGRTAAAAAAAAAAVSRRRKAEYPRRRRSSPSNRPPDGPGHQPAAAKPPSPAQGKKSPRLQCIEKLTTDKDPKEEKEDDSVLPQEVSITTTRASRSWRSSSRTSISRLRDSENTRSSRSKTGSLQLVCKTEPITDQLDYDVPEEHQSPGGISSDEEEEEEEEMLISEEEIPFKDDPRDETYKPHLERETPKPRRKSGKVKEEKEKKEIKVEVEVEVKEEENEIREDEEPPRKRGRRRKDDKSPR.... Result: 0 (no interaction). (2) Result: 0 (no interaction). The miRNA is hsa-miR-617 with sequence AGACUUCCCAUUUGAAGGUGGC. The protein sequence of the target gene is MAAVDSFYLLYREIARSCNCYMEALALVGAWYTARKSITVICDFYSLIRLHFIPRLGSRADLIKQYGRWAVVSGATDGIGKAYAEELASRGLNIILISRNEEKLQVVAKDIADTYKVETDIIVADFSSGREIYLPIREALKDKDVGILVNNVGVFYPYPQYFTQLSEDKLWDIINVNIAAASLMVHVVLPGMVERKKGAIVTISSGSCCKPTPQLAAFSASKAYLDHFSRALQYEYASKGIFVQSLIPFYVATSMTAPSNFLHRCSWLVPSPKVYAHHAVSTLGISKRTTGYWSHSIQFL.... (3) The miRNA is hsa-miR-4633-5p with sequence AUAUGCCUGGCUAGCUCCUC. The protein sequence of the target gene is MSGGFELQPRDGGPRVALAPGETVIGRGPLLGITDKRVSRRHAILEVAGGQLRIKPIHTNPCFYQSSEKSQLLPLKPNLWCYLNPGDSFSLLVDKYIFRILSIPSEVEMQCTLRNSQVLDEDNILNETPKSPVINLPHETTGASQLEGSTEIAKTQMTPTNSVSFLGENRDCNKQQPILAERKRILPTWMLAEHLSDQNLSVPAISGGNVIQGSGKEEICKDKSQLNTTQQGRRQLISSGSSENTSAEQDTGEECKNTDQEESTISSKEMPQSFSAITLSNTEMNNIKTNAQRNKLPIEE.... Result: 0 (no interaction). (4) The miRNA is hsa-miR-103b with sequence UCAUAGCCCUGUACAAUGCUGCU. The protein sequence of the target gene is MSERVERNWSTGGWLLALCLAWLWTHLTLAALQPPTATVLVQQGTCEVIAAHRCCNRNRIEERSQTVKCSCFSGQVAGTTRAKPSCVDASIVLQRWWCQMEPCLPGEECKVLPDLSGWSCSSGHKVKTTKVTR. Result: 0 (no interaction). (5) The miRNA is hsa-miR-4636 with sequence AACUCGUGUUCAAAGCCUUUAG. The protein sequence of the target gene is MHTDLDTDMDMDTETTALCPSGSRRASPPGTPTPEADATLLKKSEKLLAELDRSGLPSAPGAPRRRGSMPVPYKHQLRRAQAVDELDWPPQASSSGSSDSLGSGEAAPAQKDGIFKVMLVGESGVGKSTLAGTFGGLQGDSAHEPENPEDTYERRIMVDKEEVTLVVYDIWEQGDAGGWLRDHCLQTGDAFLIVFSVTDRRSFSKVPETLLRLRAGRPHHDLPVILVGNKSDLARSREVSLEEGRHLAGTLSCKHIETSAALHHNTRELFEGAVRQIRLRRGRNHAGGQRPDPGSPEGPA.... Result: 0 (no interaction).